Task: Predict the product of the given reaction.. Dataset: Forward reaction prediction with 1.9M reactions from USPTO patents (1976-2016) Given the reactants [CH2:1]([N:3]([CH2:22][CH3:23])[CH2:4][CH2:5][N:6]1[C:10]2[CH:11]=[C:12]([C:19]#[N:20])[CH:13]=[C:14]([C:15]([F:18])([F:17])[F:16])[C:9]=2[NH:8][C:7]1=[O:21])[CH3:2].[F:24][C:25]1[CH:32]=[CH:31][CH:30]=[CH:29][C:26]=1[CH2:27]Cl.[C:33](=[O:36])([O-])[O-:34].[K+].[K+], predict the reaction product. The product is: [F:16][C:15]([F:18])([F:17])[C:33]([OH:34])=[O:36].[CH2:22]([N:3]([CH2:1][CH3:2])[CH2:4][CH2:5][N:6]1[C:10]2[CH:11]=[C:12]([C:19]([NH2:20])=[O:34])[CH:13]=[C:14]([C:15]([F:16])([F:17])[F:18])[C:9]=2[N:8]([CH2:27][C:26]2[CH:29]=[CH:30][CH:31]=[CH:32][C:25]=2[F:24])[C:7]1=[O:21])[CH3:23].